From a dataset of Catalyst prediction with 721,799 reactions and 888 catalyst types from USPTO. Predict which catalyst facilitates the given reaction. (1) Reactant: [NH2:1][C@H:2]([C:4]([NH:6][OH:7])=[O:5])[CH3:3].CO.[CH3:10][C:11]([CH:13]=O)=O.[OH-].[Na+]. Product: [CH3:3][C:2]1[N:1]=[C:11]([CH3:13])[CH:10]=[N+:6]([O-:7])[C:4]=1[OH:5]. The catalyst class is: 6. (2) Reactant: C[Si]([N-][Si](C)(C)C)(C)C.[Li+].[C:11]([O:14][CH2:15][CH3:16])(=[O:13])[CH3:12].[CH3:17][C:18]([CH3:20])=[O:19].Cl. Product: [OH:19][C:18]([CH3:20])([CH3:17])[CH2:12][C:11]([O:14][CH2:15][CH3:16])=[O:13]. The catalyst class is: 1. (3) Reactant: [Li+].[OH-].[O:3]=[C:4]1[N:10]([CH:11]2[CH2:16][CH2:15][N:14]([C:17]([O:19][C@@H:20]([C:30]([O:32]C)=[O:31])[CH2:21][C:22]3[CH:27]=[CH:26][C:25]([CH3:28])=[C:24]([Cl:29])[CH:23]=3)=[O:18])[CH2:13][CH2:12]2)[CH2:9][CH2:8][C:7]2[CH:34]=[CH:35][CH:36]=[CH:37][C:6]=2[NH:5]1. Product: [O:3]=[C:4]1[N:10]([CH:11]2[CH2:16][CH2:15][N:14]([C:17]([O:19][C@@H:20]([C:30]([OH:32])=[O:31])[CH2:21][C:22]3[CH:27]=[CH:26][C:25]([CH3:28])=[C:24]([Cl:29])[CH:23]=3)=[O:18])[CH2:13][CH2:12]2)[CH2:9][CH2:8][C:7]2[CH:34]=[CH:35][CH:36]=[CH:37][C:6]=2[NH:5]1. The catalyst class is: 90. (4) Reactant: C([N:8]1[CH2:13][CH2:12][C:11](=[O:14])[CH:10]([CH3:15])[CH2:9]1)C1C=CC=CC=1.[C:24](O[C:24]([O:26][C:27]([CH3:30])([CH3:29])[CH3:28])=[O:25])([O:26][C:27]([CH3:30])([CH3:29])[CH3:28])=[O:25].[H][H]. Product: [CH3:15][CH:10]1[C:11](=[O:14])[CH2:12][CH2:13][N:8]([C:24]([O:26][C:27]([CH3:28])([CH3:29])[CH3:30])=[O:25])[CH2:9]1. The catalyst class is: 293. (5) Reactant: [CH3:1][C:2]1[CH:3]=[N:4][N:5]([CH2:7][C:8]2[CH:24]=[CH:23][C:11]([CH2:12][N:13]3[CH:17]=[C:16]([C:18]([O:20]CC)=[O:19])[CH:15]=[N:14]3)=[CH:10][CH:9]=2)[CH:6]=1.[OH-].[Li+]. Product: [CH3:1][C:2]1[CH:3]=[N:4][N:5]([CH2:7][C:8]2[CH:24]=[CH:23][C:11]([CH2:12][N:13]3[CH:17]=[C:16]([C:18]([OH:20])=[O:19])[CH:15]=[N:14]3)=[CH:10][CH:9]=2)[CH:6]=1. The catalyst class is: 30. (6) Reactant: [N:1]1[CH:6]=[CH:5][CH:4]=[CH:3][C:2]=1[NH:7][C:8]([N:10]1[C@@H:16]2[CH2:17][N:13]([CH2:14][CH2:15]2)[C:12]2[CH:18]=[CH:19][C:20]([C:22](O)=[O:23])=[N:21][C:11]1=2)=[O:9].CN(C(ON1N=NC2C=CC=NC1=2)=[N+](C)C)C.F[P-](F)(F)(F)(F)F.CCN(C(C)C)C(C)C.[F:58][C:59]([F:66])([F:65])[CH:60]([NH2:64])[CH2:61][O:62][CH3:63]. Product: [N:1]1[CH:6]=[CH:5][CH:4]=[CH:3][C:2]=1[NH:7][C:8]([N:10]1[C@@H:16]2[CH2:17][N:13]([CH2:14][CH2:15]2)[C:12]2[CH:18]=[CH:19][C:20]([C:22]([NH:64][CH:60]([CH2:61][O:62][CH3:63])[C:59]([F:66])([F:65])[F:58])=[O:23])=[N:21][C:11]1=2)=[O:9]. The catalyst class is: 9.